Dataset: HIV replication inhibition screening data with 41,000+ compounds from the AIDS Antiviral Screen. Task: Binary Classification. Given a drug SMILES string, predict its activity (active/inactive) in a high-throughput screening assay against a specified biological target. (1) The molecule is CN1CC2C(C1=O)C(c1ccc([N+](=O)[O-])cc1)ON2C. The result is 0 (inactive). (2) The compound is O=C1[OH+][Co-4]23(NCCN2)([OH+]C1=O)[OH+]C(=O)C(=O)[OH+]3.[K+]. The result is 0 (inactive).